Predict the reactants needed to synthesize the given product. From a dataset of Full USPTO retrosynthesis dataset with 1.9M reactions from patents (1976-2016). Given the product [NH:8]1[C:9]2[C:5](=[CH:4][CH:3]=[C:2]([O:1][CH2:18][C:19]([O:21][CH2:22][CH3:23])=[O:20])[CH:10]=2)[CH:6]=[CH:7]1, predict the reactants needed to synthesize it. The reactants are: [OH:1][C:2]1[CH:10]=[C:9]2[C:5]([CH:6]=[CH:7][NH:8]2)=[CH:4][CH:3]=1.C(=O)([O-])[O-].[K+].[K+].Br[CH2:18][C:19]([O:21][CH2:22][CH3:23])=[O:20].